This data is from Forward reaction prediction with 1.9M reactions from USPTO patents (1976-2016). The task is: Predict the product of the given reaction. (1) Given the reactants [NH2:1][C@@H:2]([CH2:6][S:7][C:8]([C:21]1[CH:26]=[CH:25][CH:24]=[CH:23][CH:22]=1)([C:15]1[CH:20]=[CH:19][CH:18]=[CH:17][CH:16]=1)[C:9]1[CH:14]=[CH:13][CH:12]=[CH:11][CH:10]=1)[C:3]([OH:5])=[O:4].CCN(C(C)C)C(C)C.[F:36][C:37]([F:55])([F:54])[C@H:38](OS(C(F)(F)F)(=O)=O)[C:39]1[CH:44]=[CH:43][C:42]([F:45])=[CH:41][CH:40]=1, predict the reaction product. The product is: [F:55][C:37]([F:36])([F:54])[C@@H:38]([NH:1][C@@H:2]([CH2:6][S:7][C:8]([C:21]1[CH:26]=[CH:25][CH:24]=[CH:23][CH:22]=1)([C:9]1[CH:14]=[CH:13][CH:12]=[CH:11][CH:10]=1)[C:15]1[CH:16]=[CH:17][CH:18]=[CH:19][CH:20]=1)[C:3]([OH:5])=[O:4])[C:39]1[CH:40]=[CH:41][C:42]([F:45])=[CH:43][CH:44]=1. (2) Given the reactants [CH2:1]([CH:9]([CH2:40][CH2:41][CH2:42][CH2:43][CH2:44][CH2:45][CH2:46][CH2:47][CH3:48])[C:10]#[C:11][C:12]1[C:13]2[S:19][CH:18]=[C:17]([C:20]#[C:21][CH:22]([CH2:32][CH2:33][CH2:34][CH2:35][CH2:36][CH2:37][CH2:38][CH3:39])[CH2:23][CH2:24][CH2:25][CH2:26][CH2:27][CH2:28][CH2:29][CH2:30][CH3:31])[C:14]=2[S:15][CH:16]=1)[CH2:2][CH2:3][CH2:4][CH2:5][CH2:6][CH2:7][CH3:8].[H][H], predict the reaction product. The product is: [CH2:1]([CH:9]([CH2:40][CH2:41][CH2:42][CH2:43][CH2:44][CH2:45][CH2:46][CH2:47][CH3:48])[CH2:10][CH2:11][C:12]1[C:13]2[S:19][CH:18]=[C:17]([CH2:20][CH2:21][CH:22]([CH2:32][CH2:33][CH2:34][CH2:35][CH2:36][CH2:37][CH2:38][CH3:39])[CH2:23][CH2:24][CH2:25][CH2:26][CH2:27][CH2:28][CH2:29][CH2:30][CH3:31])[C:14]=2[S:15][CH:16]=1)[CH2:2][CH2:3][CH2:4][CH2:5][CH2:6][CH2:7][CH3:8]. (3) Given the reactants Cl[C:2]1[N:11]=[C:10]([NH:12][CH2:13][CH2:14][O:15][CH3:16])[C:9]2[C:8](=[O:17])[N:7]([CH3:18])[CH:6]=[N:5][C:4]=2[CH:3]=1.CC1(C)C(C)(C)OB([C:27]2[CH:28]=[CH:29][C:30]3[O:34][CH:33]=[N:32][C:31]=3[CH:35]=2)O1.C([O-])([O-])=O.[Na+].[Na+], predict the reaction product. The product is: [O:34]1[C:30]2[CH:29]=[CH:28][C:27]([C:2]3[N:11]=[C:10]([NH:12][CH2:13][CH2:14][O:15][CH3:16])[C:9]4[C:8](=[O:17])[N:7]([CH3:18])[CH:6]=[N:5][C:4]=4[CH:3]=3)=[CH:35][C:31]=2[N:32]=[CH:33]1.